From a dataset of Reaction yield outcomes from USPTO patents with 853,638 reactions. Predict the reaction yield, written as a fraction of the theoretical maximum amount of product (1.0 means a 100% yield; for example, 0.34 means a 34% yield). (1) The reactants are [O:1]1CCCC1.[F:6][C:7]1[CH:20]=[CH:19][C:10]([O:11][C:12]2[S:16][C:15]([C:17]#N)=[CH:14][CH:13]=2)=[CH:9][CH:8]=1.[H-].C([Al+]CC(C)C)C(C)C. The catalyst is O. The product is [F:6][C:7]1[CH:20]=[CH:19][C:10]([O:11][C:12]2[S:16][C:15]([CH:17]=[O:1])=[CH:14][CH:13]=2)=[CH:9][CH:8]=1. The yield is 0.550. (2) The reactants are [CH3:1][NH:2][C:3]([C:5]1[CH:10]=[C:9]([O:11][C:12]2[CH:17]=[CH:16][C:15]([NH2:18])=[C:14]([F:19])[CH:13]=2)[CH:8]=[CH:7][N:6]=1)=[O:4].[Cl:20][C:21]1[CH:26]=[CH:25][C:24]([N:27]=[C:28]=[O:29])=[CH:23][C:22]=1[C:30]([F:33])([F:32])[F:31]. The catalyst is C1(C)C=CC=CC=1. The product is [CH3:1][NH:2][C:3]([C:5]1[CH:10]=[C:9]([O:11][C:12]2[CH:17]=[CH:16][C:15]([NH:18][C:28]([NH:27][C:24]3[CH:25]=[CH:26][C:21]([Cl:20])=[C:22]([C:30]([F:32])([F:31])[F:33])[CH:23]=3)=[O:29])=[C:14]([F:19])[CH:13]=2)[CH:8]=[CH:7][N:6]=1)=[O:4]. The yield is 0.470. (3) The reactants are NC[C@@H]1C[C@H](O)C1.CS([O:12][C@H:13]1[CH2:16][C@@H:15]([CH2:17][N:18]([C:20]([O:22][C:23]([CH3:26])([CH3:25])[CH3:24])=[O:21])[CH3:19])[CH2:14]1)(=O)=O.[F:27][C:28]1[CH:29]=[C:30](O)[CH:31]=[C:32]([F:40])[C:33]=1[CH2:34][N:35]1[CH2:39][CH2:38][CH2:37][CH2:36]1.C([O-])([O-])=O.[Cs+].[Cs+]. The catalyst is CS(C)=O.CCOC(C)=O.O. The product is [F:27][C:28]1[CH:29]=[C:30]([CH:31]=[C:32]([F:40])[C:33]=1[CH2:34][N:35]1[CH2:39][CH2:38][CH2:37][CH2:36]1)[O:12][C@H:13]1[CH2:16][C@H:15]([CH2:17][N:18]([CH3:19])[C:20](=[O:21])[O:22][C:23]([CH3:26])([CH3:25])[CH3:24])[CH2:14]1. The yield is 0.980.